Dataset: Catalyst prediction with 721,799 reactions and 888 catalyst types from USPTO. Task: Predict which catalyst facilitates the given reaction. (1) Product: [NH2:2][C:3]1[N:8]=[CH:7][C:6]([C:9]2[CH:14]=[C:13]([F:15])[C:12]([CH:16]([O:30][CH2:31][CH3:32])[C:17]([NH:19][CH2:20][C:21]3[CH:26]=[CH:25][C:24]([C:27](=[NH:28])[NH:29][OH:36])=[CH:23][CH:22]=3)=[O:18])=[C:11]([F:33])[CH:10]=2)=[CH:5][CH:4]=1. The catalyst class is: 3. Reactant: Cl.[NH2:2][C:3]1[N:8]=[CH:7][C:6]([C:9]2[CH:14]=[C:13]([F:15])[C:12]([CH:16]([O:30][CH2:31][CH3:32])[C:17]([NH:19][CH2:20][C:21]3[CH:26]=[CH:25][C:24]([C:27](=[NH:29])[NH2:28])=[CH:23][CH:22]=3)=[O:18])=[C:11]([F:33])[CH:10]=2)=[CH:5][CH:4]=1.Cl.N[OH:36].C(N(CC)CC)C. (2) Product: [CH3:1][Si:2]([C:16]#[C:17][C:18]1[CH:19]=[CH:8][C:7]([C:27]2[C:25]3[NH:26][C:22](=[CH:23][CH:24]=3)[C:45]([C:10]3[CH:13]=[CH:14][C:7]([C:6]#[C:5][Si:2]([CH3:3])([CH3:4])[CH3:1])=[CH:8][CH:9]=3)=[C:43]3[N:44]=[C:40]([CH:41]=[CH:42]3)[C:39]([C:10]3[CH:13]=[CH:14][C:7]([C:6]#[C:5][Si:2]([CH3:3])([CH3:4])[CH3:1])=[CH:8][CH:9]=3)=[C:37]3[NH:38][C:34]([CH:35]=[CH:36]3)=[C:33]([C:10]3[CH:9]=[CH:8][C:7]([C:6]#[C:5][Si:2]([CH3:1])([CH3:3])[CH3:4])=[CH:14][CH:13]=3)[C:31]3=[N:32][C:28]=2[CH:29]=[CH:30]3)=[CH:6][CH:5]=1)([CH3:4])[CH3:3]. Reactant: [CH3:1][Si:2]([C:5]#[C:6][C:7]1[CH:14]=[CH:13][C:10](C=O)=[CH:9][CH:8]=1)([CH3:4])[CH3:3].N1[CH:19]=[CH:18][CH:17]=[CH:16]1.CO.[C:22]12[CH:45]=[C:43]3[N:44]=[C:40]([CH:41]=[CH:42]3)[CH:39]=[C:37]3[NH:38][C:34]([CH:35]=[CH:36]3)=[CH:33][C:31]3=[N:32][C:28]([CH:29]=[CH:30]3)=[CH:27][C:25]([NH:26]1)=[CH:24][CH:23]=2. The catalyst class is: 796. (3) Reactant: [CH3:1][C:2]1[CH:10]=[CH:9][CH:8]=[C:7]([NH:11][C:12](=O)[CH2:13][CH3:14])[C:3]=1[C:4]([OH:6])=O.[F:16][C:17]1[CH:23]=[CH:22][C:20]([NH2:21])=[CH:19][CH:18]=1.P(Cl)(Cl)Cl.C(=O)([O-])[O-].[Na+].[Na+]. Product: [CH2:13]([C:12]1[N:21]([C:20]2[CH:22]=[CH:23][C:17]([F:16])=[CH:18][CH:19]=2)[C:4](=[O:6])[C:3]2[C:7](=[CH:8][CH:9]=[CH:10][C:2]=2[CH3:1])[N:11]=1)[CH3:14]. The catalyst class is: 11. (4) Reactant: [CH3:1][CH:2]([CH3:12])[C:3]#[C:4][C:5]1[CH:11]=[CH:10][CH:9]=[CH:8][C:6]=1[NH2:7]. Product: [CH:2]([C:3]1[NH:7][C:6]2[C:5]([CH:4]=1)=[CH:11][CH:10]=[CH:9][CH:8]=2)([CH3:12])[CH3:1]. The catalyst class is: 122. (5) Reactant: O=[CH:2][C@@H:3]([C@H:5]([C@@H:7]([C@@H:9]([CH3:11])[OH:10])[OH:8])[OH:6])[OH:4].[BrH:12]. Product: [C:3]([O:10][C@@H:9]1[C@@H:7]([O:8][C:5](=[O:6])[CH3:7])[C@H:5]([O:6][C:9](=[O:10])[CH3:11])[C@@H:3]([CH3:2])[O:4][C@@H:11]1[Br:12])(=[O:4])[CH3:2]. The catalyst class is: 676. (6) Reactant: [NH2:1][C:2]1[CH:14]=[CH:13][C:5]([C:6]([O:8][C:9]([CH3:12])([CH3:11])[CH3:10])=[O:7])=[CH:4][CH:3]=1.C(N(CC)C(C)C)(C)C.C(P1(=O)OP(CCC)(=O)OP(CCC)(=O)O1)CC.[Cl:42][C:43]1[CH:44]=[CH:45][C:46]([N+:63]([O-:65])=[O:64])=[C:47]([C:49]2[C:54]([O:55][CH3:56])=[CH:53][N:52]([CH:57]([CH3:61])[C:58](O)=[O:59])[C:51](=[O:62])[CH:50]=2)[CH:48]=1. Product: [Cl:42][C:43]1[CH:44]=[CH:45][C:46]([N+:63]([O-:65])=[O:64])=[C:47]([C:49]2[C:54]([O:55][CH3:56])=[CH:53][N:52]([CH:57]([CH3:61])[C:58]([NH:1][C:2]3[CH:14]=[CH:13][C:5]([C:6]([O:8][C:9]([CH3:10])([CH3:11])[CH3:12])=[O:7])=[CH:4][CH:3]=3)=[O:59])[C:51](=[O:62])[CH:50]=2)[CH:48]=1. The catalyst class is: 3. (7) Reactant: [CH3:1][C:2]1[N:3]([C:7]2[CH:12]=[CH:11][C:10]([NH:13][C:14]3[N:15]=[C:16](OS(C(F)(F)F)(=O)=O)[C:17]4[CH2:23][N:22]([C:24]([O:26][C:27]([CH3:30])([CH3:29])[CH3:28])=[O:25])[CH2:21][CH2:20][C:18]=4[N:19]=3)=[CH:9][CH:8]=2)[CH:4]=[CH:5][N:6]=1.[CH:39]1([NH2:45])[CH2:44][CH2:43][CH2:42][CH2:41][CH2:40]1. Product: [CH:39]1([NH:45][C:16]2[C:17]3[CH2:23][N:22]([C:24]([O:26][C:27]([CH3:30])([CH3:28])[CH3:29])=[O:25])[CH2:21][CH2:20][C:18]=3[N:19]=[C:14]([NH:13][C:10]3[CH:9]=[CH:8][C:7]([N:3]4[CH:4]=[CH:5][N:6]=[C:2]4[CH3:1])=[CH:12][CH:11]=3)[N:15]=2)[CH2:44][CH2:43][CH2:42][CH2:41][CH2:40]1. The catalyst class is: 3.